Regression. Given a peptide amino acid sequence and an MHC pseudo amino acid sequence, predict their binding affinity value. This is MHC class II binding data. From a dataset of Peptide-MHC class II binding affinity with 134,281 pairs from IEDB. (1) The peptide sequence is KAYVLEGTLTAE. The MHC is DRB1_0401 with pseudo-sequence DRB1_0401. The binding affinity (normalized) is 0.601. (2) The peptide sequence is PPVSFHGSDGCWYPM. The MHC is DRB1_0404 with pseudo-sequence DRB1_0404. The binding affinity (normalized) is 0.